This data is from Forward reaction prediction with 1.9M reactions from USPTO patents (1976-2016). The task is: Predict the product of the given reaction. (1) Given the reactants [NH:1]([C:10]([O:12][CH2:13][C:14]1[CH:19]=[CH:18][CH:17]=[CH:16][CH:15]=1)=[O:11])[C@H:2]([C:7]([OH:9])=O)[C@H:3]([CH2:5][CH3:6])[CH3:4].Cl.[CH2:21]([O:28][P:29]([CH2:38][C@H:39]([OH:49])[CH2:40][NH:41][C:42](=[O:48])[C@@H:43]([NH2:47])[CH:44]([CH3:46])[CH3:45])([CH2:31][CH:32]1[CH2:37][CH2:36][CH2:35][CH2:34][CH2:33]1)=[O:30])[C:22]1[CH:27]=[CH:26][CH:25]=[CH:24][CH:23]=1, predict the reaction product. The product is: [CH2:21]([O:28][P:29]([CH2:38][C@H:39]([OH:49])[CH2:40][NH:41][C:42](=[O:48])[C@@H:43]([NH:47][C:7](=[O:9])[C@@H:2]([NH:1][C:10]([O:12][CH2:13][C:14]1[CH:19]=[CH:18][CH:17]=[CH:16][CH:15]=1)=[O:11])[CH:3]([CH3:4])[CH2:5][CH3:6])[CH:44]([CH3:46])[CH3:45])([CH2:31][CH:32]1[CH2:37][CH2:36][CH2:35][CH2:34][CH2:33]1)=[O:30])[C:22]1[CH:23]=[CH:24][CH:25]=[CH:26][CH:27]=1. (2) Given the reactants [F:1][C:2]([F:11])([F:10])[C:3]1[CH:9]=[CH:8][C:6]([NH2:7])=[CH:5][CH:4]=1.[Cl-].[Cl:13][C:14]1[CH:19]=[CH:18][C:17]([N+]#N)=[CH:16][CH:15]=1, predict the reaction product. The product is: [Cl:13][C:14]1[CH:19]=[CH:18][C:17]([C:8]2[C:6]([NH2:7])=[CH:5][CH:4]=[C:3]([C:2]([F:10])([F:11])[F:1])[CH:9]=2)=[CH:16][CH:15]=1. (3) The product is: [CH3:13][O:7][C:6](=[O:8])[C:5]1[C:9]([CH3:11])=[CH:10][C:2]([Cl:1])=[CH:3][C:4]=1[I:12]. Given the reactants [Cl:1][C:2]1[CH:10]=[C:9]([CH3:11])[C:5]([C:6]([OH:8])=[O:7])=[C:4]([I:12])[CH:3]=1.[C:13]([O-])([O-])=O.[K+].[K+].CI, predict the reaction product. (4) Given the reactants [NH2:1][C:2]1[C:3]([C:29]([O:31]CC)=O)=[N:4][C:5]([C:13]2[CH:18]=[CH:17][CH:16]=[C:15]([C:19]#[C:20][C@:21]3([OH:28])[CH2:25][CH2:24][N:23]([CH3:26])[C:22]3=[O:27])[CH:14]=2)=[N:6][C:7]=1[O:8][CH2:9][CH2:10][O:11][CH3:12].[NH3:34], predict the reaction product. The product is: [NH2:1][C:2]1[C:3]([C:29]([NH2:34])=[O:31])=[N:4][C:5]([C:13]2[CH:18]=[CH:17][CH:16]=[C:15]([C:19]#[C:20][C@:21]3([OH:28])[CH2:25][CH2:24][N:23]([CH3:26])[C:22]3=[O:27])[CH:14]=2)=[N:6][C:7]=1[O:8][CH2:9][CH2:10][O:11][CH3:12]. (5) Given the reactants [OH-].[Na+].[CH:3]1([C:8]2([N:19]([CH3:21])[CH3:20])[CH2:18][CH2:17][C:11]3([CH2:15][NH:14][C:13](=[O:16])[CH2:12]3)[CH2:10][CH2:9]2)[CH2:7][CH2:6][CH2:5][CH2:4]1.CC1C=CC(S(O[CH2:33][CH2:34][CH:35]2[CH2:37][CH2:36]2)(=O)=O)=CC=1.O, predict the reaction product. The product is: [CH:3]1([C:8]2([N:19]([CH3:21])[CH3:20])[CH2:18][CH2:17][C:11]3([CH2:12][C:13](=[O:16])[N:14]([CH2:33][CH2:34][CH:35]4[CH2:37][CH2:36]4)[CH2:15]3)[CH2:10][CH2:9]2)[CH2:7][CH2:6][CH2:5][CH2:4]1. (6) Given the reactants [CH2:1]([N:3]([C:6]1[CH:7]=[C:8]([OH:14])[C:9](=[CH:12][CH:13]=1)[CH:10]=O)[CH2:4][CH3:5])[CH3:2].[C:15]1([NH2:22])[CH:20]=[CH:19][CH:18]=[CH:17][C:16]=1[NH2:21], predict the reaction product. The product is: [CH2:1]([N:3]([CH2:4][CH3:5])[C:6]1[CH:7]=[C:8]([OH:14])[C:9](=[CH:12][CH:13]=1)[CH:10]=[N:21][C:16]1[CH:17]=[CH:18][CH:19]=[CH:20][C:15]=1[NH2:22])[CH3:2]. (7) Given the reactants [N:1]([C:4]1[CH:13]=[C:12]2[C:7]([C:8]([CH3:15])=[CH:9][C:10](=[O:14])[O:11]2)=[CH:6][CH:5]=1)=[N+:2]=[N-:3].[CH2:16]([NH:19][C:20](=[O:26])[O:21][C:22]([CH3:25])([CH3:24])[CH3:23])[C:17]#[CH:18], predict the reaction product. The product is: [CH3:15][C:8]1[C:7]2[C:12](=[CH:13][C:4]([N:1]3[CH:18]=[C:17]([CH2:16][NH:19][C:20](=[O:26])[O:21][C:22]([CH3:24])([CH3:23])[CH3:25])[N:3]=[N:2]3)=[CH:5][CH:6]=2)[O:11][C:10](=[O:14])[CH:9]=1. (8) Given the reactants [ClH:1].[CH2:2]([N:4]1[C:8]2[CH:9]=[CH:10][CH:11]=[CH:12][C:7]=2[N:6]([C@@H:13]([C:19]2[CH:24]=[CH:23][CH:22]=[C:21]([F:25])[CH:20]=2)[C@H:14]([OH:18])[CH2:15][NH:16][CH3:17])[C:5]1=[O:26])[CH3:3].C(N1C2C=CC=CC=2N([C@@H](C2C=CC=C(F)C=2)[C@H](O)CO)C1=O)C, predict the reaction product. The product is: [ClH:1].[CH2:2]([N:4]1[C:8]2[CH:9]=[CH:10][CH:11]=[CH:12][C:7]=2[N:6]([CH:13]([C:19]2[CH:24]=[CH:23][CH:22]=[C:21]([F:25])[CH:20]=2)[CH:14]([OH:18])[CH2:15][NH:16][CH3:17])[C:5]1=[O:26])[CH3:3]. (9) Given the reactants [Na+].[CH2:2]([O:9][C:10]1[CH:15]=[CH:14][C:13]([CH2:16][S:17]([O-:20])(=O)=[O:18])=[CH:12][CH:11]=1)[C:3]1[CH:8]=[CH:7][CH:6]=[CH:5][CH:4]=1.CN(C)C=O.C(Cl)(=O)C([Cl:29])=O, predict the reaction product. The product is: [CH2:2]([O:9][C:10]1[CH:15]=[CH:14][C:13]([CH2:16][S:17]([Cl:29])(=[O:20])=[O:18])=[CH:12][CH:11]=1)[C:3]1[CH:8]=[CH:7][CH:6]=[CH:5][CH:4]=1. (10) Given the reactants [Cl:1][C:2]1[CH:29]=[CH:28][C:5]([CH2:6][NH:7][C:8]([C:10]2[C:19](=[O:20])[C:18]3[C:13]4=[C:14]([O:25][CH2:26][CH2:27][N:12]4[CH:11]=2)[CH:15]=[C:16]([C:21]#[C:22][CH2:23]O)[CH:17]=3)=[O:9])=[CH:4][CH:3]=1.[H][H], predict the reaction product. The product is: [Cl:1][C:2]1[CH:3]=[CH:4][C:5]([CH2:6][NH:7][C:8]([C:10]2[C:19](=[O:20])[C:18]3[C:13]4=[C:14]([O:25][CH2:26][CH2:27][N:12]4[CH:11]=2)[CH:15]=[C:16]([CH2:21][CH2:22][CH3:23])[CH:17]=3)=[O:9])=[CH:28][CH:29]=1.